From a dataset of Full USPTO retrosynthesis dataset with 1.9M reactions from patents (1976-2016). Predict the reactants needed to synthesize the given product. (1) Given the product [Cl:8][C:5]1[CH:6]=[CH:7][C:2]([CH:19]=[O:20])=[N:3][CH:4]=1, predict the reactants needed to synthesize it. The reactants are: Br[C:2]1[CH:7]=[CH:6][C:5]([Cl:8])=[CH:4][N:3]=1.C([Mg]Cl)(C)C.[Li+].[Cl-].CN([CH:19]=[O:20])C. (2) Given the product [CH3:38][N:34]1[CH:35]=[CH:36][N:37]=[C:33]1[C:31]1[S:32][C:25]2[C:26](=[N:27][CH:28]=[CH:29][C:24]=2[O:1][C:2]2[CH:3]=[C:4]3[C:9](=[CH:10][CH:11]=2)[C:8]([C:12]([NH:14][CH2:15][CH2:16][N:17]2[CH2:18][CH2:19][O:20][CH2:21][CH2:22]2)=[O:13])=[CH:7][CH:6]=[CH:5]3)[CH:30]=1, predict the reactants needed to synthesize it. The reactants are: [OH:1][C:2]1[CH:3]=[C:4]2[C:9](=[CH:10][CH:11]=1)[C:8]([C:12]([NH:14][CH2:15][CH2:16][N:17]1[CH2:22][CH2:21][O:20][CH2:19][CH2:18]1)=[O:13])=[CH:7][CH:6]=[CH:5]2.Cl[C:24]1[CH:29]=[CH:28][N:27]=[C:26]2[CH:30]=[C:31]([C:33]3[N:34]([CH3:38])[CH:35]=[CH:36][N:37]=3)[S:32][C:25]=12.C([O-])([O-])=O.[Cs+].[Cs+]. (3) Given the product [F:1][C:2]([F:7])([F:6])[C:3]([OH:5])=[O:4].[CH3:45][O:44][CH2:43][CH2:42][N:11]1[CH2:10][CH2:9][N:8]([C:14]2[CH:19]=[C:18]([C:20]3[CH:25]=[CH:24][CH:23]=[C:22]([C:26]([F:27])([F:28])[F:29])[CH:21]=3)[N:17]=[C:16]([C:30]#[N:31])[N:15]=2)[CH2:13][CH2:12]1, predict the reactants needed to synthesize it. The reactants are: [F:1][C:2]([F:7])([F:6])[C:3]([OH:5])=[O:4].[N:8]1([C:14]2[CH:19]=[C:18]([C:20]3[CH:25]=[CH:24][CH:23]=[C:22]([C:26]([F:29])([F:28])[F:27])[CH:21]=3)[N:17]=[C:16]([C:30]#[N:31])[N:15]=2)[CH2:13][CH2:12][NH:11][CH2:10][CH2:9]1.C(N(C(C)C)CC)(C)C.Br[CH2:42][CH2:43][O:44][CH3:45].[N-]=C=O. (4) Given the product [N+:7]([C:10]1[CH:15]=[CH:14][C:13]([C:16]2([CH2:22][OH:23])[CH2:21][CH2:20][O:19][CH2:18][CH2:17]2)=[CH:12][CH:11]=1)([O-:9])=[O:8], predict the reactants needed to synthesize it. The reactants are: [H-].[Al+3].[Li+].[H-].[H-].[H-].[N+:7]([C:10]1[CH:15]=[CH:14][C:13]([C:16]2([C:22](OCC)=[O:23])[CH2:21][CH2:20][O:19][CH2:18][CH2:17]2)=[CH:12][CH:11]=1)([O-:9])=[O:8].O.O.O.O.O.O.O.O.O.O.S([O-])([O-])(=O)=O.[Na+].[Na+]. (5) Given the product [ClH:1].[N:55]1([CH2:54][CH2:53][C:50]2[CH:49]=[CH:48][C:47]([C:46]([OH:62])=[O:45])=[CH:52][CH:51]=2)[CH2:56][CH2:57][CH2:58][CH2:59][CH2:60][CH2:61]1, predict the reactants needed to synthesize it. The reactants are: [Cl-:1].COC[P+](C1C=CC=CC=1)(C1C=CC=CC=1)C1C=CC=CC=1.CC(C)([O-])C.[K+].COC(=O)C1C=CC(C=O)=CC=1.[Cl-].[NH4+].C[O:45][C:46](=[O:62])[C:47]1[CH:52]=[CH:51][C:50]([CH2:53][CH2:54][N:55]2[CH2:61][CH2:60][CH2:59][CH2:58][CH2:57][CH2:56]2)=[CH:49][CH:48]=1.[OH-].[Na+]. (6) Given the product [C:1]([O:5][C:6](=[O:21])[NH:7][C:8]1[C:9]([CH3:20])=[N:10][O:11][C:12]=1[C:13]1[CH:18]=[CH:17][C:16]([C:30]2[CH:31]=[CH:32][C:33]([C:36]3([C:39]([NH:41][S:42]([CH3:45])(=[O:44])=[O:43])=[O:40])[CH2:38][CH2:37]3)=[CH:34][CH:35]=2)=[CH:15][CH:14]=1)([CH3:4])([CH3:3])[CH3:2], predict the reactants needed to synthesize it. The reactants are: [C:1]([O:5][C:6](=[O:21])[NH:7][C:8]1[C:9]([CH3:20])=[N:10][O:11][C:12]=1[C:13]1[CH:18]=[CH:17][C:16](Br)=[CH:15][CH:14]=1)([CH3:4])([CH3:3])[CH3:2].CC1(C)C(C)(C)OB([C:30]2[CH:35]=[CH:34][C:33]([C:36]3([C:39]([NH:41][S:42]([CH3:45])(=[O:44])=[O:43])=[O:40])[CH2:38][CH2:37]3)=[CH:32][CH:31]=2)O1. (7) Given the product [CH3:29][S:30]([C:2]1[O:6][C:5]([CH2:7][N:8]2[C:16]3[C:11](=[CH:12][CH:13]=[CH:14][CH:15]=3)[C:10]3([C:20]4=[CH:21][C:22]5[O:26][CH2:25][O:24][C:23]=5[CH:27]=[C:19]4[O:18][CH2:17]3)[C:9]2=[O:28])=[CH:4][CH:3]=1)(=[O:32])=[O:31], predict the reactants needed to synthesize it. The reactants are: Br[C:2]1[O:6][C:5]([CH2:7][N:8]2[C:16]3[C:11](=[CH:12][CH:13]=[CH:14][CH:15]=3)[C:10]3([C:20]4=[CH:21][C:22]5[O:26][CH2:25][O:24][C:23]=5[CH:27]=[C:19]4[O:18][CH2:17]3)[C:9]2=[O:28])=[CH:4][CH:3]=1.[CH3:29][S:30]([O-:32])=[O:31].[Na+].N1CCC[C@H]1C(O)=O.